This data is from Reaction yield outcomes from USPTO patents with 853,638 reactions. The task is: Predict the reaction yield, written as a fraction of the theoretical maximum amount of product (1.0 means a 100% yield; for example, 0.34 means a 34% yield). (1) The yield is 0.720. The reactants are Br[C:2]1[CH:7]=[C:6]([CH2:8][N:9]2[CH2:14][CH2:13][N:12]([CH2:15][CH2:16][O:17][Si:18]([C:21]([CH3:24])([CH3:23])[CH3:22])([CH3:20])[CH3:19])[CH2:11][CH2:10]2)[CH:5]=[CH:4][C:3]=1[NH2:25].[Li+].[Cl-].[CH3:28][C:29]1([CH3:44])[CH2:34][CH2:33][C:32](B2OC(C)(C)C(C)(C)O2)=[CH:31][CH2:30]1.C([O-])([O-])=O.[Na+].[Na+]. The catalyst is COCCOC.C1C=CC([P]([Pd]([P](C2C=CC=CC=2)(C2C=CC=CC=2)C2C=CC=CC=2)([P](C2C=CC=CC=2)(C2C=CC=CC=2)C2C=CC=CC=2)[P](C2C=CC=CC=2)(C2C=CC=CC=2)C2C=CC=CC=2)(C2C=CC=CC=2)C2C=CC=CC=2)=CC=1. The product is [C:21]([Si:18]([CH3:20])([CH3:19])[O:17][CH2:16][CH2:15][N:12]1[CH2:13][CH2:14][N:9]([CH2:8][C:6]2[CH:5]=[CH:4][C:3]([NH2:25])=[C:2]([C:32]3[CH2:33][CH2:34][C:29]([CH3:44])([CH3:28])[CH2:30][CH:31]=3)[CH:7]=2)[CH2:10][CH2:11]1)([CH3:24])([CH3:23])[CH3:22]. (2) The reactants are CN(OC)[C:3]([C:5]1[C:13]2[N:12]=[C:11]([CH3:14])[N:10]([CH2:15][C:16]3[C:25]4[C:20](=[CH:21][CH:22]=[CH:23][CH:24]=4)[CH:19]=[CH:18][CH:17]=3)[C:9]=2[CH:8]=[C:7]([N:26]2[CH2:31][CH2:30][O:29][CH2:28][CH2:27]2)[CH:6]=1)=[O:4].[CH3:34][Mg]Cl. The catalyst is O1CCCC1. The product is [CH3:14][C:11]1[N:10]([CH2:15][C:16]2[C:25]3[C:20](=[CH:21][CH:22]=[CH:23][CH:24]=3)[CH:19]=[CH:18][CH:17]=2)[C:9]2[CH:8]=[C:7]([N:26]3[CH2:27][CH2:28][O:29][CH2:30][CH2:31]3)[CH:6]=[C:5]([C:3](=[O:4])[CH3:34])[C:13]=2[N:12]=1. The yield is 0.590. (3) The reactants are [CH3:1][CH:2]([CH2:4][CH2:5][CH2:6][C@H:7]([C@@H:9]1[C@:27]2([CH3:28])[C@H:12]([C@H:13]3[C@H:24]([CH2:25][CH2:26]2)[C@:22]2([CH3:23])[C:16]([CH2:17][C@H:18]([CH2:20][CH2:21]2)[OH:19])=[CH:15][CH2:14]3)[CH2:11][CH2:10]1)[CH3:8])[CH3:3].C(N(CC)CC)C.[CH3:36][S:37](Cl)(=[O:39])=[O:38]. The catalyst is C(Cl)Cl. The product is [CH3:36][S:37]([O:19][C@H:18]1[CH2:20][CH2:21][C@@:22]2([CH3:23])[C:16](=[CH:15][CH2:14][C@@H:13]3[C@@H:24]2[CH2:25][CH2:26][C@@:27]2([CH3:28])[C@H:12]3[CH2:11][CH2:10][C@@H:9]2[C@H:7]([CH3:8])[CH2:6][CH2:5][CH2:4][CH:2]([CH3:1])[CH3:3])[CH2:17]1)(=[O:39])=[O:38]. The yield is 0.990. (4) The reactants are [OH:1][C:2]1[CH:3]=[C:4]([CH:7]=[CH:8][CH:9]=1)[CH:5]=O.[CH3:10][NH:11][CH3:12].C(O[BH-](OC(=O)C)OC(=O)C)(=O)C.[Na+].C(O)(=O)C.C([O-])(O)=O.[Na+]. The catalyst is ClCCCl. The product is [CH3:10][N:11]([CH2:5][C:4]1[CH:3]=[C:2]([OH:1])[CH:9]=[CH:8][CH:7]=1)[CH3:12]. The yield is 0.600. (5) The reactants are Cl[C:2]1[C:7]([C:8]#[N:9])=[CH:6][CH:5]=[CH:4][N:3]=1.[Cl:10][C:11]1[CH:16]=[CH:15][CH:14]=[CH:13][C:12]=1B(O)O. No catalyst specified. The product is [Cl:10][C:11]1[CH:16]=[CH:15][CH:14]=[CH:13][C:12]=1[C:2]1[N:3]=[CH:4][CH:5]=[CH:6][C:7]=1[C:8]#[N:9]. The yield is 0.180. (6) The reactants are [C:1]([Br:5])(Br)(Br)[Br:2].C1(P(C2C=CC=CC=2)C2C=CC=CC=2)C=CC=CC=1.[CH:25]1([O:31][CH2:32][CH2:33][CH:34]=O)[CH2:30][CH2:29][CH2:28][CH2:27][CH2:26]1. The catalyst is ClCCl. The product is [CH:25]1([O:31][CH2:32][CH2:33][CH:34]=[C:1]([Br:5])[Br:2])[CH2:30][CH2:29][CH2:28][CH2:27][CH2:26]1. The yield is 0.550.